Dataset: Peptide-MHC class II binding affinity with 134,281 pairs from IEDB. Task: Regression. Given a peptide amino acid sequence and an MHC pseudo amino acid sequence, predict their binding affinity value. This is MHC class II binding data. (1) The peptide sequence is IKEKGKDKWIALKES. The MHC is HLA-DPA10103-DPB10401 with pseudo-sequence HLA-DPA10103-DPB10401. The binding affinity (normalized) is 0.157. (2) The peptide sequence is LVDEERKLHQQGRCR. The MHC is HLA-DQA10501-DQB10402 with pseudo-sequence HLA-DQA10501-DQB10402. The binding affinity (normalized) is 0.297.